From a dataset of Reaction yield outcomes from USPTO patents with 853,638 reactions. Predict the reaction yield, written as a fraction of the theoretical maximum amount of product (1.0 means a 100% yield; for example, 0.34 means a 34% yield). (1) The reactants are [NH2:1][C:2]1[CH:7]=[CH:6][C:5]([F:8])=[CH:4][C:3]=1[OH:9].Cl[CH2:11][C:12](Cl)=[O:13].C([O-])([O-])=O.[K+].[K+]. The catalyst is CCCCCCC.CCOC(C)=O. The product is [F:8][C:5]1[CH:6]=[CH:7][C:2]2[NH:1][C:12](=[O:13])[CH2:11][O:9][C:3]=2[CH:4]=1. The yield is 0.930. (2) The reactants are [C:1]([C:9]1[S:13][C:12]([CH2:14][N:15](C)[C:16](=O)OC(C)(C)C)=[CH:11][C:10]=1[C:24]1[CH:29]=[CH:28][CH:27]=[CH:26][CH:25]=1)(=[O:8])[C:2]1[CH:7]=[CH:6][CH:5]=[CH:4][CH:3]=1.C(OCC)(=O)C.[ClH:36]. The catalyst is C(OCC)(=O)C. The product is [ClH:36].[CH3:16][NH:15][CH2:14][C:12]1[S:13][C:9]([C:1]([C:2]2[CH:7]=[CH:6][CH:5]=[CH:4][CH:3]=2)=[O:8])=[C:10]([C:24]2[CH:29]=[CH:28][CH:27]=[CH:26][CH:25]=2)[CH:11]=1. The yield is 0.570.